Dataset: Forward reaction prediction with 1.9M reactions from USPTO patents (1976-2016). Task: Predict the product of the given reaction. (1) Given the reactants [Cl:1]C1C2C(=CC(Cl)=CC=2)N=CC=1.[Cl:13][C:14]1[CH:23]=[C:22]2[C:17]([C:18]([NH2:44])=[CH:19][CH2:20][N:21]2[CH:24]([C:37]2[CH:42]=[CH:41][CH:40]=[C:39](Cl)[CH:38]=2)[C:25]2[CH:30]=[CH:29][C:28]([CH2:31][N:32]3[CH2:36][CH2:35][CH2:34][CH2:33]3)=[CH:27][CH:26]=2)=[CH:16][CH:15]=1, predict the reaction product. The product is: [Cl:13][C:14]1[CH:23]=[C:22]2[C:17]([C:18]([NH2:44])=[CH:19][CH2:20][N:21]2[CH:24]([C:37]2[CH:42]=[CH:41][C:40]([Cl:1])=[CH:39][CH:38]=2)[C:25]2[CH:30]=[CH:29][C:28]([CH2:31][N:32]3[CH2:36][CH2:35][CH2:34][CH2:33]3)=[CH:27][CH:26]=2)=[CH:16][CH:15]=1. (2) Given the reactants [F:1][C:2]1[CH:7]=[CH:6][C:5]([CH:8]([S:12]([C:15]2[CH:20]=[CH:19][C:18]([CH3:21])=[CH:17][CH:16]=2)(=[O:14])=[O:13])[NH:9][CH:10]=O)=[CH:4][CH:3]=1.P(Cl)(Cl)(Cl)=O.N1C(C)=CC=CC=1C, predict the reaction product. The product is: [F:1][C:2]1[CH:3]=[CH:4][C:5]([CH:8]([N+:9]#[C-:10])[S:12]([C:15]2[CH:20]=[CH:19][C:18]([CH3:21])=[CH:17][CH:16]=2)(=[O:14])=[O:13])=[CH:6][CH:7]=1. (3) Given the reactants Cl[C:2]1[CH:22]=[N:21][C:5]2[NH:6][C:7]3[C:12]([C:4]=2[CH:3]=1)=[CH:11][C:10]([CH2:13][CH2:14][C:15]1[CH:20]=[CH:19][CH:18]=[CH:17][CH:16]=1)=[CH:9][CH:8]=3.CC(C)([O-])C.[Na+].[CH3:29][O:30][C:31]1[CH:36]=[CH:35][CH:34]=[C:33]([NH2:37])[CH:32]=1, predict the reaction product. The product is: [CH3:29][O:30][C:31]1[CH:32]=[C:33]([NH:37][C:2]2[CH:22]=[N:21][C:5]3[NH:6][C:7]4[C:12]([C:4]=3[CH:3]=2)=[CH:11][C:10]([CH2:13][CH2:14][C:15]2[CH:20]=[CH:19][CH:18]=[CH:17][CH:16]=2)=[CH:9][CH:8]=4)[CH:34]=[CH:35][CH:36]=1. (4) Given the reactants [CH3:1][C@@H:2]1[C:7](=[O:8])[NH:6][N:5]=[C:4]2[CH2:9][O:10][C:11]3[CH:16]=[CH:15][C:14](B4OC(C)(C)C(C)(C)O4)=[CH:13][C:12]=3[N:3]12.[CH2:26]([C@H:33]1[N:38]([C:39]([O:41][C:42]([CH3:45])([CH3:44])[CH3:43])=[O:40])[CH2:37][CH:36]=[C:35](OS(C(F)(F)F)(=O)=O)[CH2:34]1)[C:27]1[CH:32]=[CH:31][CH:30]=[CH:29][CH:28]=1.C([O-])([O-])=O.[K+].[K+], predict the reaction product. The product is: [CH2:26]([C@H:33]1[N:38]([C:39]([O:41][C:42]([CH3:45])([CH3:44])[CH3:43])=[O:40])[CH2:37][CH:36]=[C:35]([C:14]2[CH:15]=[CH:16][C:11]3[O:10][CH2:9][C:4]4=[N:5][NH:6][C:7](=[O:8])[C@@H:2]([CH3:1])[N:3]4[C:12]=3[CH:13]=2)[CH2:34]1)[C:27]1[CH:28]=[CH:29][CH:30]=[CH:31][CH:32]=1. (5) Given the reactants [F:1][C@H:2]1[CH2:19][C@@:17]2([CH3:18])[C@@H:13]([CH2:14][CH2:15][C:16]2=[O:20])[C@H:12]2[C@H:3]1[C:4]1[CH:5]=[CH:6][C:7]([OH:38])=[CH:8][C:9]=1[CH2:10][C@H:11]2[CH2:21][CH2:22][CH2:23][CH2:24][CH2:25][N:26]([CH3:37])[CH2:27][CH2:28][CH2:29][C:30]([F:36])([F:35])[C:31]([F:34])([F:33])[F:32].[BH4-].[Na+], predict the reaction product. The product is: [F:1][C@H:2]1[CH2:19][C@@:17]2([CH3:18])[C@@H:13]([CH2:14][CH2:15][C@@H:16]2[OH:20])[C@H:12]2[C@H:3]1[C:4]1[CH:5]=[CH:6][C:7]([OH:38])=[CH:8][C:9]=1[CH2:10][C@H:11]2[CH2:21][CH2:22][CH2:23][CH2:24][CH2:25][N:26]([CH3:37])[CH2:27][CH2:28][CH2:29][C:30]([F:35])([F:36])[C:31]([F:32])([F:33])[F:34]. (6) Given the reactants [Br:1][C:2]1[CH:3]=[C:4]([F:11])[C:5]([OH:10])=[C:6]([CH:9]=1)[CH:7]=[O:8].[C:12]([O-])([O-])=O.[Cs+].[Cs+].IC, predict the reaction product. The product is: [Br:1][C:2]1[CH:3]=[C:4]([F:11])[C:5]([O:10][CH3:12])=[C:6]([CH:9]=1)[CH:7]=[O:8].